This data is from Reaction yield outcomes from USPTO patents with 853,638 reactions. The task is: Predict the reaction yield, written as a fraction of the theoretical maximum amount of product (1.0 means a 100% yield; for example, 0.34 means a 34% yield). (1) The reactants are Br[C:2]1[C:3]([CH3:22])=[C:4]([CH3:21])[C:5]2[O:9][CH2:8][CH:7]([C:10]3[CH:15]=[CH:14][C:13]([CH:16]([CH3:18])[CH3:17])=[CH:12][CH:11]=3)[C:6]=2[C:19]=1[CH3:20].[CH2:23]([NH2:30])[C:24]1[CH:29]=[CH:28][CH:27]=[CH:26][CH:25]=1.CC(C)([O-])C.[Na+].O. The catalyst is C1(C)C=CC=CC=1.C([O-])(=O)C.[Pd+2].C([O-])(=O)C.C1C=CC(P(C2C(C3C(P(C4C=CC=CC=4)C4C=CC=CC=4)=CC=C4C=3C=CC=C4)=C3C(C=CC=C3)=CC=2)C2C=CC=CC=2)=CC=1. The product is [CH2:23]([NH:30][C:2]1[C:3]([CH3:22])=[C:4]([CH3:21])[C:5]2[O:9][CH2:8][CH:7]([C:10]3[CH:15]=[CH:14][C:13]([CH:16]([CH3:18])[CH3:17])=[CH:12][CH:11]=3)[C:6]=2[C:19]=1[CH3:20])[C:24]1[CH:29]=[CH:28][CH:27]=[CH:26][CH:25]=1. The yield is 0.910. (2) The reactants are [C:1]1([Mg]Br)[CH:6]=[CH:5][CH:4]=[CH:3][CH:2]=1.[C:9]1([C:15]2[CH:16]=[CH:17][C:18](=[O:21])[NH:19][N:20]=2)[CH:14]=[CH:13][CH:12]=[CH:11][CH:10]=1.[Cl-].[NH4+]. The catalyst is C1COCC1.C1(C)C=CC=CC=1. The product is [C:9]1([C:15]2[CH2:16][CH:17]([C:1]3[CH:6]=[CH:5][CH:4]=[CH:3][CH:2]=3)[C:18](=[O:21])[NH:19][N:20]=2)[CH:10]=[CH:11][CH:12]=[CH:13][CH:14]=1. The yield is 0.500. (3) The reactants are [CH3:1][CH:2]([N:4]1[C:12](/[CH:13]=[CH:14]/[C@H:15]([OH:24])[CH2:16][C@H:17]([OH:23])[CH2:18][C:19]([O:21]C)=[O:20])=[C:11]([C:25]2[CH:30]=[CH:29][C:28]([F:31])=[CH:27][CH:26]=2)[C:10]2[C:5]1=[CH:6][CH:7]=[CH:8][CH:9]=2)[CH3:3].[OH-].[Na+:33].C(#N)C. The catalyst is CO. The product is [CH3:3][CH:2]([N:4]1[C:12](/[CH:13]=[CH:14]/[CH:15]([OH:24])[CH2:16][CH:17]([OH:23])[CH2:18][C:19]([O-:21])=[O:20])=[C:11]([C:25]2[CH:26]=[CH:27][C:28]([F:31])=[CH:29][CH:30]=2)[C:10]2[CH:9]=[CH:8][CH:7]=[CH:6][C:5]1=2)[CH3:1].[Na+:33]. The yield is 0.834. (4) The reactants are [CH2:1]([N:3]([CH2:15][CH3:16])[CH2:4][CH2:5][CH2:6][O:7][C:8]1[CH:13]=[CH:12][C:11]([NH2:14])=[CH:10][CH:9]=1)[CH3:2].[CH3:17][C:18]1[CH:26]=[CH:25][CH:24]=[C:23]2[C:19]=1[C:20](=[CH:28]O)[C:21](=[O:27])[NH:22]2. The catalyst is C1COCC1. The product is [CH2:15]([N:3]([CH2:1][CH3:2])[CH2:4][CH2:5][CH2:6][O:7][C:8]1[CH:9]=[CH:10][C:11]([NH:14][CH:28]=[C:20]2[C:19]3[C:23](=[CH:24][CH:25]=[CH:26][C:18]=3[CH3:17])[NH:22][C:21]2=[O:27])=[CH:12][CH:13]=1)[CH3:16]. The yield is 0.520. (5) The yield is 0.630. The reactants are [NH2:1][C:2]1[CH:3]=[CH:4][CH:5]=[C:6]2[C:10]=1[NH:9][C:8]([C:11]([O:13][CH2:14][CH3:15])=[O:12])=[CH:7]2.[Cl:16]N1C(=O)CCC1=O.CN(C)C=O. The product is [NH2:1][C:2]1[C:3]([Cl:16])=[CH:4][CH:5]=[C:6]2[C:10]=1[NH:9][C:8]([C:11]([O:13][CH2:14][CH3:15])=[O:12])=[CH:7]2. The catalyst is O.